Task: Predict which catalyst facilitates the given reaction.. Dataset: Catalyst prediction with 721,799 reactions and 888 catalyst types from USPTO (1) Reactant: C([O:5][C:6](=[O:40])[CH2:7][CH2:8][CH2:9][N:10]([CH2:12][C@@H:13]([O:15][C:16]1[C:17]2[C:24]([C:25]3[CH:30]=[CH:29][C:28]([O:31][CH3:32])=[CH:27][CH:26]=3)=[C:23]([C:33]3[CH:38]=[CH:37][CH:36]=[CH:35][C:34]=3[F:39])[O:22][C:18]=2[N:19]=[CH:20][N:21]=1)[CH3:14])[CH3:11])(C)(C)C. Product: [F:39][C:34]1[CH:35]=[CH:36][CH:37]=[CH:38][C:33]=1[C:23]1[O:22][C:18]2[N:19]=[CH:20][N:21]=[C:16]([O:15][C@@H:13]([CH3:14])[CH2:12][N:10]([CH3:11])[CH2:9][CH2:8][CH2:7][C:6]([OH:40])=[O:5])[C:17]=2[C:24]=1[C:25]1[CH:26]=[CH:27][C:28]([O:31][CH3:32])=[CH:29][CH:30]=1. The catalyst class is: 89. (2) Reactant: C[O:2][C:3](=O)[C:4]1[CH:13]=[C:12]([O:14][CH2:15][CH2:16][CH2:17][CH2:18][CH2:19][CH2:20][CH2:21][CH2:22][CH2:23][CH2:24][CH2:25][CH2:26][CH2:27][CH2:28][CH2:29][CH3:30])[CH:11]=[C:6]([C:7](OC)=[O:8])[CH:5]=1.[H-].[Al+3].[Li+].[H-].[H-].[H-]. The catalyst class is: 28. Product: [CH2:15]([O:14][C:12]1[CH:11]=[C:6]([CH2:7][OH:8])[CH:5]=[C:4]([CH2:3][OH:2])[CH:13]=1)[CH2:16][CH2:17][CH2:18][CH2:19][CH2:20][CH2:21][CH2:22][CH2:23][CH2:24][CH2:25][CH2:26][CH2:27][CH2:28][CH2:29][CH3:30]. (3) The catalyst class is: 49. Reactant: [NH2:1][C:2]1[CH:7]=[C:6]([O:8][C:9]2[CH:10]=[CH:11][C:12]([NH:15][C:16]([C:18]3[C:19](=[O:31])[N:20]([C:25]4[CH:30]=[CH:29][CH:28]=[CH:27][CH:26]=4)[N:21]([CH3:24])[C:22]=3[CH3:23])=[O:17])=[N:13][CH:14]=2)[CH:5]=[CH:4][N:3]=1.CCN(CC)CC.[CH:39]1([C:43](Cl)=[O:44])[CH2:42][CH2:41][CH2:40]1. Product: [CH:39]1([C:43]([NH:1][C:2]2[CH:7]=[C:6]([O:8][C:9]3[CH:10]=[CH:11][C:12]([NH:15][C:16]([C:18]4[C:19](=[O:31])[N:20]([C:25]5[CH:26]=[CH:27][CH:28]=[CH:29][CH:30]=5)[N:21]([CH3:24])[C:22]=4[CH3:23])=[O:17])=[N:13][CH:14]=3)[CH:5]=[CH:4][N:3]=2)=[O:44])[CH2:42][CH2:41][CH2:40]1. (4) Reactant: [Br:1][C:2]1[N:7]=[C:6]([NH2:8])[CH:5]=[CH:4][CH:3]=1.[H-].[Na+].Br[CH2:12][CH:13]1[CH2:15][O:14]1. Product: [Br:1][C:2]1[N:7]=[C:6]([NH:8][CH2:12][CH:13]2[CH2:15][O:14]2)[CH:5]=[CH:4][CH:3]=1. The catalyst class is: 3. (5) Reactant: [NH2:1][C:2]1[CH:7]=[CH:6][C:5]([C:8]2([C:14]#[N:15])[CH2:13][CH2:12][CH2:11][CH2:10][CH2:9]2)=[CH:4][CH:3]=1.[CH3:16][O:17][C:18]1[CH:19]=[C:20]([CH:24]=[CH:25][C:26]=1[O:27][CH3:28])[C:21](Cl)=[O:22].C(N(CC)CC)C. Product: [C:14]([C:8]1([C:5]2[CH:4]=[CH:3][C:2]([NH:1][C:21](=[O:22])[C:20]3[CH:24]=[CH:25][C:26]([O:27][CH3:28])=[C:18]([O:17][CH3:16])[CH:19]=3)=[CH:7][CH:6]=2)[CH2:13][CH2:12][CH2:11][CH2:10][CH2:9]1)#[N:15]. The catalyst class is: 2. (6) Reactant: [C:1]1([C:10]2[CH:15]=[CH:14][CH:13]=[CH:12][CH:11]=2)[C:2](C(Cl)=O)=[CH:3][CH:4]=[CH:5][CH:6]=1.Cl.Cl.[CH3:18][N:19]([CH3:33])[CH2:20][CH2:21][CH2:22][C:23]1[CH:24]=[C:25]2[C:30](=[CH:31][CH:32]=1)[NH:29][CH2:28][CH2:27][CH2:26]2.C(N(CC)CC)C.[C:41](OCC)(=[O:43])C. Product: [C:10]1([C:1]2[CH:6]=[CH:5][CH:4]=[CH:3][CH:2]=2)[CH:11]=[CH:12][C:13]([C:41]([N:29]2[C:30]3[C:25](=[CH:24][C:23]([CH2:22][CH2:21][CH2:20][N:19]([CH3:18])[CH3:33])=[CH:32][CH:31]=3)[CH2:26][CH2:27][CH2:28]2)=[O:43])=[CH:14][CH:15]=1. The catalyst class is: 9. (7) Reactant: C(N(CC)CC)C.[Br:8][C:9]1[N:18]=[C:17]([C:19]([NH:21][CH2:22][C:23]2[CH:28]=[CH:27][C:26]([F:29])=[CH:25][CH:24]=2)=[O:20])[C:16]([OH:30])=[C:15]2[C:10]=1[CH:11]=[CH:12][CH:13]=[N:14]2.[C:31]1([CH3:41])[CH:36]=[CH:35][C:34]([S:37](Cl)(=[O:39])=[O:38])=[CH:33][CH:32]=1. Product: [Br:8][C:9]1[N:18]=[C:17]([C:19]([NH:21][CH2:22][C:23]2[CH:28]=[CH:27][C:26]([F:29])=[CH:25][CH:24]=2)=[O:20])[C:16]([O:30][S:37]([C:34]2[CH:35]=[CH:36][C:31]([CH3:41])=[CH:32][CH:33]=2)(=[O:39])=[O:38])=[C:15]2[C:10]=1[CH:11]=[CH:12][CH:13]=[N:14]2. The catalyst class is: 22. (8) Reactant: C(N(C(C)C)C(C)C)C.[CH3:10][C:11]1[C:15]([CH3:16])=[C:14]([N:17]([CH2:39][O:40][CH2:41][CH2:42][O:43][CH3:44])[S:18]([C:21]2[S:22][C:23]([CH3:38])=[CH:24][C:25]=2[C:26]2[CH:31]=[CH:30][C:29]([CH2:32][OH:33])=[CH:28][C:27]=2[CH2:34][O:35][CH2:36][CH3:37])(=[O:20])=[O:19])[O:13][N:12]=1.[CH3:45][S:46](Cl)(=[O:48])=[O:47]. Product: [CH3:10][C:11]1[C:15]([CH3:16])=[C:14]([N:17]([CH2:39][O:40][CH2:41][CH2:42][O:43][CH3:44])[S:18]([C:21]2[S:22][C:23]([CH3:38])=[CH:24][C:25]=2[C:26]2[CH:31]=[CH:30][C:29]([CH2:32][O:33][S:46]([CH3:45])(=[O:48])=[O:47])=[CH:28][C:27]=2[CH2:34][O:35][CH2:36][CH3:37])(=[O:20])=[O:19])[O:13][N:12]=1. The catalyst class is: 4. (9) Reactant: [C:1]([O:5][C:6]([N:8]1[CH:14]([C:15]([OH:17])=O)[CH2:13][C:10]2([CH2:12][CH2:11]2)[CH2:9]1)=[O:7])([CH3:4])([CH3:3])[CH3:2].CN(C(ON1N=NC2C=CC=NC1=2)=[N+](C)C)C.F[P-](F)(F)(F)(F)F.Cl.Cl.[NH2:44][CH2:45][C:46]([C:48]1[CH:53]=[CH:52][C:51]([Br:54])=[CH:50][CH:49]=1)=[O:47].CCN(C(C)C)C(C)C. Product: [C:1]([O:5][C:6]([N:8]1[CH:14]([C:15](=[O:17])[NH:44][CH2:45][C:46]([C:48]2[CH:53]=[CH:52][C:51]([Br:54])=[CH:50][CH:49]=2)=[O:47])[CH2:13][C:10]2([CH2:11][CH2:12]2)[CH2:9]1)=[O:7])([CH3:2])([CH3:3])[CH3:4]. The catalyst class is: 39. (10) Reactant: [OH2:1].[OH-].[Li+].CO[C:6]1[CH:7]=[C:8]([CH:11]=[CH:12][C:13]=1N1C=NC(C)=N1)[CH:9]=O.[OH-].[Na+].Cl.[CH2:23]1[CH2:27][O:26]CC1. Product: [C:27]([OH:1])(=[O:26])[CH:23]=[CH:9][C:8]1[CH:7]=[CH:6][CH:13]=[CH:12][CH:11]=1. The catalyst class is: 13.